Dataset: Full USPTO retrosynthesis dataset with 1.9M reactions from patents (1976-2016). Task: Predict the reactants needed to synthesize the given product. (1) Given the product [C:8]1([CH3:21])[CH:13]=[C:12]([CH3:14])[CH:11]=[C:10]([CH3:15])[C:9]=1[S:16]([O-:24])(=[O:18])=[O:17].[NH2:19][N+:3]1[C:2]([CH3:1])=[C:6]([CH3:7])[S:5][CH:4]=1, predict the reactants needed to synthesize it. The reactants are: [CH3:1][C:2]1[N:3]=[CH:4][S:5][C:6]=1[CH3:7].[C:8]1([CH3:21])[CH:13]=[C:12]([CH3:14])[CH:11]=[C:10]([CH3:15])[C:9]=1[S:16]([NH:19]O)(=[O:18])=[O:17].CC[O:24]CC. (2) The reactants are: [C:1]([C:4]1[CH:9]=[N:8][N:7]2[CH:10]=[C:11]([C:13]3[CH:14]=[N:15][C:16]([CH2:19][N:20]4C(=O)C5C(=CC=CC=5)C4=O)=[CH:17][CH:18]=3)[CH:12]=[C:6]2[C:5]=1[NH:31][C@H:32]1[C@@H:36]([CH2:37][CH3:38])[CH2:35][N:34]([C:39]([O:41][CH2:42][C:43]2[CH:48]=[CH:47][CH:46]=[CH:45][CH:44]=2)=[O:40])[CH2:33]1)(=[O:3])[NH2:2].O.NN.C1COCC1. Given the product [NH2:20][CH2:19][C:16]1[N:15]=[CH:14][C:13]([C:11]2[CH:12]=[C:6]3[C:5]([NH:31][C@H:32]4[C@@H:36]([CH2:37][CH3:38])[CH2:35][N:34]([C:39]([O:41][CH2:42][C:43]5[CH:44]=[CH:45][CH:46]=[CH:47][CH:48]=5)=[O:40])[CH2:33]4)=[C:4]([C:1](=[O:3])[NH2:2])[CH:9]=[N:8][N:7]3[CH:10]=2)=[CH:18][CH:17]=1, predict the reactants needed to synthesize it.